From a dataset of Catalyst prediction with 721,799 reactions and 888 catalyst types from USPTO. Predict which catalyst facilitates the given reaction. (1) Reactant: [CH3:1][C:2]1[CH:11]=[C:10]([CH2:12][O:13][C:14]2[CH:19]=[CH:18][C:17]([S:20]([NH:23][C@@H:24]3[CH2:29][CH2:28][CH2:27][CH2:26][C@H:25]3[C:30]([OH:32])=[O:31])(=[O:22])=[O:21])=[CH:16][CH:15]=2)[C:9]2[C:4](=[CH:5][CH:6]=[CH:7][CH:8]=2)[N:3]=1.[C:33](OC(O[C:33]([CH3:36])([CH3:35])[CH3:34])N(C)C)([CH3:36])([CH3:35])[CH3:34]. Product: [CH3:1][C:2]1[CH:11]=[C:10]([CH2:12][O:13][C:14]2[CH:15]=[CH:16][C:17]([S:20]([NH:23][C@@H:24]3[CH2:29][CH2:28][CH2:27][CH2:26][C@H:25]3[C:30]([O:32][C:33]([CH3:36])([CH3:35])[CH3:34])=[O:31])(=[O:21])=[O:22])=[CH:18][CH:19]=2)[C:9]2[C:4](=[CH:5][CH:6]=[CH:7][CH:8]=2)[N:3]=1. The catalyst class is: 11. (2) Reactant: Br[C:2]1[CH:7]=[CH:6][C:5]([C:8]2([OH:12])[CH2:11][O:10][CH2:9]2)=[CH:4][CH:3]=1.[B:13]1([B:13]2[O:17][C:16]([CH3:19])([CH3:18])[C:15]([CH3:21])([CH3:20])[O:14]2)[O:17][C:16]([CH3:19])([CH3:18])[C:15]([CH3:21])([CH3:20])[O:14]1.CC([O-])=O.[K+]. Product: [CH3:20][C:15]1([CH3:21])[C:16]([CH3:19])([CH3:18])[O:17][B:13]([C:2]2[CH:7]=[CH:6][C:5]([C:8]3([OH:12])[CH2:11][O:10][CH2:9]3)=[CH:4][CH:3]=2)[O:14]1. The catalyst class is: 3. (3) Reactant: [CH3:1][O:2][C:3](=[O:18])[CH:4]([C:11]1[CH:16]=[CH:15][C:14](I)=[CH:13][CH:12]=1)[CH2:5][CH:6]1[CH2:10][CH2:9][CH2:8][CH2:7]1.[N:19]1[CH:24]=[CH:23][CH:22]=[C:21](B(O)O)[CH:20]=1.C(=O)([O-])[O-].[Na+].[Na+]. Product: [CH3:1][O:2][C:3](=[O:18])[CH:4]([C:11]1[CH:16]=[CH:15][C:14]([C:21]2[CH:20]=[N:19][CH:24]=[CH:23][CH:22]=2)=[CH:13][CH:12]=1)[CH2:5][CH:6]1[CH2:10][CH2:9][CH2:8][CH2:7]1. The catalyst class is: 600. (4) Reactant: [N+](C1C=CC=CC=1S([NH:13][CH2:14][CH2:15][CH2:16][O:17][C:18]1[CH:27]=[C:26]2[C:21]([C:22]([NH:28][CH2:29][CH2:30][CH2:31][C:32]3[CH:37]=[CH:36][CH:35]=[CH:34][CH:33]=3)=[N:23][CH:24]=[N:25]2)=[CH:20][CH:19]=1)(=O)=O)([O-])=O.C([O-])([O-])=O.[K+].[K+].[C:44]1(S)[CH:49]=[CH:48][CH:47]=[CH:46][CH:45]=1. Product: [N:25]1[C:49]2[C:44](=[CH:45][CH:46]=[CH:47][CH:48]=2)[C:22]([NH:28][CH2:29][CH2:30][NH:13][CH2:14][CH2:15][CH2:16][O:17][C:18]2[CH:27]=[C:26]3[C:21]([C:22]([NH:28][CH2:29][CH2:30][CH2:31][C:32]4[CH:37]=[CH:36][CH:35]=[CH:34][CH:33]=4)=[N:23][CH:24]=[N:25]3)=[CH:20][CH:19]=2)=[CH:21][CH:26]=1. The catalyst class is: 39. (5) Reactant: C[O:2][C:3](=[O:39])[C@@H:4]([C:9]1[CH:10]=[C:11]([C:29]2[CH:34]=[CH:33][C:32]([C:35]([F:38])([F:37])[F:36])=[CH:31][CH:30]=2)[CH:12]=[C:13]([N:15]2[CH2:20][CH2:19][CH2:18][CH2:17][CH:16]2[CH2:21][CH2:22][C:23]2[CH:28]=[CH:27][CH:26]=[CH:25][CH:24]=2)[CH:14]=1)[CH2:5][CH:6]([CH3:8])[CH3:7].[OH-].[Na+]. Product: [CH3:7][CH:6]([CH3:8])[CH2:5][C@H:4]([C:9]1[CH:10]=[C:11]([C:29]2[CH:34]=[CH:33][C:32]([C:35]([F:37])([F:36])[F:38])=[CH:31][CH:30]=2)[CH:12]=[C:13]([N:15]2[CH2:20][CH2:19][CH2:18][CH2:17][CH:16]2[CH2:21][CH2:22][C:23]2[CH:24]=[CH:25][CH:26]=[CH:27][CH:28]=2)[CH:14]=1)[C:3]([OH:39])=[O:2]. The catalyst class is: 5.